From a dataset of Full USPTO retrosynthesis dataset with 1.9M reactions from patents (1976-2016). Predict the reactants needed to synthesize the given product. (1) Given the product [N:108]1[CH:109]=[CH:110][CH:111]=[C:106]([C:104]2[N:105]=[C:101]([NH:100][C:95]3[CH:94]=[C:93]([NH:92][C:90](=[O:91])[C:89]4[CH:112]=[CH:113][C:86]([C:150]([NH:152][O:153][CH:8]5[CH2:9][CH2:10][CH2:11][CH2:13][O:14]5)=[O:151])=[CH:87][CH:88]=4)[CH:98]=[CH:97][CH:96]=3)[S:102][CH:103]=2)[CH:107]=1, predict the reactants needed to synthesize it. The reactants are: [K+].[Br-].ONC(=O)/C=C/[C:8]1S[C:11]([C:13](NC2C=CC(C)=C(NC3SC=C(C4C=NC=CC=4)N=3)C=2)=[O:14])=[CH:10][CH:9]=1.NC1C=CC=CC=1NC(=O)/C=C/C1C=CC(C2C=C3C(=CC=2)N=CN=C3NC2C=CC(OCC3C=CC=C(F)C=3)=C(Cl)C=2)=CC=1.ONC(=O)/C=C/[C:86]1[CH:113]=[CH:112][C:89]([C:90]([NH:92][C:93]2[CH:98]=[CH:97][C:96](C)=[C:95]([NH:100][C:101]3[S:102][CH:103]=[C:104]([C:106]4[CH:107]=[N:108][CH:109]=[CH:110][CH:111]=4)[N:105]=3)[CH:94]=2)=[O:91])=[CH:88][CH:87]=1.ClC1C=C(NC2C3C(=CC=C(C4C=C(/C=C/[C:150]([NH:152][OH:153])=[O:151])C=CC=4)C=3)N=CN=2)C=CC=1OCC1C=CC=C(F)C=1. (2) Given the product [CH3:1][C:2]1[CH:7]=[CH:6][C:5]([S:8]([O:11][C:12]2[CH:17]=[CH:16][C:15]([NH2:18])=[C:14]([CH2:4][CH:3]=[C:2]([CH3:7])[CH3:1])[CH:13]=2)(=[O:10])=[O:9])=[CH:4][CH:3]=1, predict the reactants needed to synthesize it. The reactants are: [CH3:1][C:2]1[CH:7]=[CH:6][C:5]([S:8]([O:11][C:12]2[CH:17]=[CH:16][C:15]([NH2:18])=[C:14](Br)[CH:13]=2)(=[O:10])=[O:9])=[CH:4][CH:3]=1.N. (3) Given the product [NH2:8][C:6]1[CH:5]=[CH:4][C:3]([N:11]2[CH2:16][CH2:15][CH:14]([C:17]3[O:21][C:20](=[O:22])[NH:19][N:18]=3)[CH2:13][CH2:12]2)=[C:2]([F:1])[CH:7]=1, predict the reactants needed to synthesize it. The reactants are: [F:1][C:2]1[CH:7]=[C:6]([N+:8]([O-])=O)[CH:5]=[CH:4][C:3]=1[N:11]1[CH2:16][CH2:15][CH:14]([C:17]2[O:21][C:20](=[O:22])[NH:19][N:18]=2)[CH2:13][CH2:12]1.O.O.Cl[Sn]Cl. (4) Given the product [CH2:1]([O:8][C:9]([N:10]([CH2:47][C:46]1[CH:49]=[CH:50][CH:51]=[C:44]([C:43]([F:53])([F:52])[F:42])[CH:45]=1)[C:11]1[C:16](=[O:17])[N:15]2[C@H:18]([C:21]([OH:59])=[O:40])[CH2:19][CH2:20][C:14]2=[N:13][CH:12]=1)=[O:41])[C:2]1[CH:7]=[CH:6][CH:5]=[CH:4][CH:3]=1, predict the reactants needed to synthesize it. The reactants are: [CH2:1]([O:8][C:9](=[O:41])[NH:10][C:11]1[C:16](=[O:17])[N:15]2[CH:18]([C:21](=[O:40])NCC3C=CC(C(NC(OC(C)(C)C)=O)=N)=CC=3)[CH2:19][CH2:20][C:14]2=[N:13][CH:12]=1)[C:2]1[CH:7]=[CH:6][CH:5]=[CH:4][CH:3]=1.[F:42][C:43]([F:53])([F:52])[C:44]1[CH:45]=[C:46]([CH:49]=[CH:50][CH:51]=1)[CH2:47]Br.[H-].[Na+].C1C[O:59]CC1. (5) Given the product [N:26]1([NH:36][C:15](=[O:16])[CH2:14][O:13][C:7]2[N:6]=[C:5]3[S:4][C:3]([C:18](=[O:23])[NH:19][CH:20]4[CH2:22][CH2:21]4)=[C:2]([NH2:1])[C:10]3=[C:9]([CH3:11])[C:8]=2[Cl:12])[CH:30]=[CH:29][N:28]=[CH:27]1, predict the reactants needed to synthesize it. The reactants are: [NH2:1][C:2]1[C:10]2[C:5](=[N:6][C:7]([O:13][CH2:14][C:15](O)=[O:16])=[C:8]([Cl:12])[C:9]=2[CH3:11])[S:4][C:3]=1[C:18](=[O:23])[NH:19][CH:20]1[CH2:22][CH2:21]1.C([N:26]1[CH:30]=[CH:29][N:28]=[CH:27]1)([N:26]1[CH:30]=[CH:29][N:28]=[CH:27]1)=O.[NH2:36]C1C=CC=CN=1. (6) The reactants are: [NH2:1][C:2]1[C:7](I)=[CH:6][C:5]([C:9]2[O:13][CH:12]=[N:11][CH:10]=2)=[C:4]([O:14][CH3:15])[CH:3]=1.[C:16]([C:18]1[C:19]2[CH:26]=[CH:25][CH:24]=[CH:23][C:20]=2[S:21][CH:22]=1)#[CH:17]. Given the product [S:21]1[CH:22]=[C:18]([C:16]#[C:17][C:7]2[CH:6]=[C:5]([C:9]3[O:13][CH:12]=[N:11][CH:10]=3)[C:4]([O:14][CH3:15])=[CH:3][C:2]=2[NH2:1])[C:19]2[CH:26]=[CH:25][CH:24]=[CH:23][C:20]1=2, predict the reactants needed to synthesize it. (7) Given the product [CH3:40][C:37]([C:34]1[CH:33]=[CH:32][C:31]([C:24]2[C:25]3[C:30](=[CH:29][CH:28]=[CH:27][CH:26]=3)[N:22]([CH2:21][C:17]3[CH:16]=[C:15]([C:12]4[CH:11]=[CH:10][C:9]([OH:8])=[CH:14][CH:13]=4)[CH:20]=[CH:19][CH:18]=3)[C:23]=2[C:41]([OH:43])=[O:42])=[CH:36][CH:35]=1)([CH3:38])[CH3:39], predict the reactants needed to synthesize it. The reactants are: C([O:8][C:9]1[CH:14]=[CH:13][C:12]([C:15]2[CH:20]=[CH:19][CH:18]=[C:17]([CH2:21][N:22]3[C:30]4[C:25](=[CH:26][CH:27]=[CH:28][CH:29]=4)[C:24]([C:31]4[CH:36]=[CH:35][C:34]([C:37]([CH3:40])([CH3:39])[CH3:38])=[CH:33][CH:32]=4)=[C:23]3[C:41]([O:43]CC)=[O:42])[CH:16]=2)=[CH:11][CH:10]=1)C1C=CC=CC=1.[OH-].[Na+].Cl. (8) Given the product [CH2:1]([O:8][C:9]([C:11]1[C:19]([CH3:20])=[C:18]2[C:14]([C:15]3[CH2:24][CH2:23][O:22][C:21]([CH2:28][C:29]([O:31][CH2:32][CH3:33])=[O:30])([CH2:25][CH2:26][CH3:27])[C:16]=3[NH:17]2)=[C:13]([C:35]#[N:36])[CH:12]=1)=[O:10])[C:2]1[CH:7]=[CH:6][CH:5]=[CH:4][CH:3]=1, predict the reactants needed to synthesize it. The reactants are: [CH2:1]([O:8][C:9]([C:11]1[C:19]([CH3:20])=[C:18]2[C:14]([C:15]3[CH2:24][CH2:23][O:22][C:21]([CH2:28][C:29]([O:31][CH2:32][CH3:33])=[O:30])([CH2:25][CH2:26][CH3:27])[C:16]=3[NH:17]2)=[C:13](Br)[CH:12]=1)=[O:10])[C:2]1[CH:7]=[CH:6][CH:5]=[CH:4][CH:3]=1.[CH3:35][N:36]1C(=O)CCC1.C([Cu])#N.O.